This data is from Forward reaction prediction with 1.9M reactions from USPTO patents (1976-2016). The task is: Predict the product of the given reaction. (1) Given the reactants [C:1]([NH:4][C:5]1[S:6][CH:7]=[C:8]([C:10]2[CH:15]=[CH:14][C:13]([S:16]([O-:18])=[O:17])=[CH:12][CH:11]=2)[N:9]=1)(=[O:3])[CH3:2].[Na+].Br[CH2:21][CH2:22][OH:23].O.CCOC(C)=O, predict the reaction product. The product is: [OH:23][CH2:22][CH2:21][S:16]([C:13]1[CH:12]=[CH:11][C:10]([C:8]2[N:9]=[C:5]([NH:4][C:1](=[O:3])[CH3:2])[S:6][CH:7]=2)=[CH:15][CH:14]=1)(=[O:18])=[O:17]. (2) Given the reactants [F:1][C:2]([F:7])([F:6])[C:3]([OH:5])=[O:4].FC(F)(F)C(O)=O.[Cl:15][C:16]1[CH:17]=[N:18][C:19]2[NH:20][C:21]3[CH:22]=[CH:23][CH:24]=[C:25]([CH:46]=3)[CH2:26][CH2:27][C:28]3[CH:36]=[C:32]([NH:33][C:34]=1[N:35]=2)[CH:31]=[CH:30][C:29]=3[NH:37][C:38]([CH:40]1[CH2:45][CH2:44][NH:43][CH2:42][CH2:41]1)=[O:39].[C:47]([C:49]1[CH:57]=[CH:56][C:52]([C:53](Cl)=[O:54])=[CH:51][CH:50]=1)#[N:48], predict the reaction product. The product is: [F:1][C:2]([F:7])([F:6])[C:3]([OH:5])=[O:4].[Cl:15][C:16]1[CH:17]=[N:18][C:19]2[NH:20][C:21]3[CH:22]=[CH:23][CH:24]=[C:25]([CH:46]=3)[CH2:26][CH2:27][C:28]3[CH:36]=[C:32]([NH:33][C:34]=1[N:35]=2)[CH:31]=[CH:30][C:29]=3[NH:37][C:38]([CH:40]1[CH2:45][CH2:44][N:43]([C:53](=[O:54])[C:52]2[CH:56]=[CH:57][C:49]([C:47]#[N:48])=[CH:50][CH:51]=2)[CH2:42][CH2:41]1)=[O:39]. (3) Given the reactants [CH:1]1([NH:4][C:5]([C:7]2[CH:8]=[C:9]([F:31])[C:10]([CH3:30])=[C:11]([C:13]3[C:14]([C:27]([OH:29])=O)=[CH:15][C:16]([C:19]([NH:21][CH2:22][C:23]([CH3:26])([CH3:25])[CH3:24])=[O:20])=[CH:17][CH:18]=3)[CH:12]=2)=[O:6])[CH2:3][CH2:2]1.CN(C(ON1N=NC2C=CC=CC1=2)=[N+](C)C)C.F[P-](F)(F)(F)(F)F.CCN(CC)CC.[N:63]1([CH2:68][CH2:69][CH2:70][NH2:71])[CH:67]=[CH:66][N:65]=[CH:64]1, predict the reaction product. The product is: [CH:1]1([NH:4][C:5]([C:7]2[CH:12]=[C:11]([C:13]3[C:14]([C:27]([NH:71][CH2:70][CH2:69][CH2:68][N:63]4[CH:67]=[CH:66][N:65]=[CH:64]4)=[O:29])=[CH:15][C:16]([C:19]([NH:21][CH2:22][C:23]([CH3:26])([CH3:25])[CH3:24])=[O:20])=[CH:17][CH:18]=3)[C:10]([CH3:30])=[C:9]([F:31])[CH:8]=2)=[O:6])[CH2:2][CH2:3]1.